Dataset: Forward reaction prediction with 1.9M reactions from USPTO patents (1976-2016). Task: Predict the product of the given reaction. (1) Given the reactants C(C1C(O)=C(C(C)(C)C)C=C(C)C=1)(C)(C)C.[C:17]([O-:30])(=[O:29])[CH2:18][CH2:19]CCCCCCCCC.[C:17]([O-:30])(=[O:29])[CH2:18][CH2:19]CCCCCCCCC.C([Sn+2]CCCC)CCC.C1C2[NH:66]C3C(=CC=CC=3)SC=2C=CC=1.[C:68]([O:72][CH2:73][CH:74](O)C)(=[O:71])C=C.C(OCCO)(=O)C=C, predict the reaction product. The product is: [C:17]([OH:30])(=[O:29])[CH:18]=[CH2:19].[NH2:66][C:68]([O:72][CH2:73][CH3:74])=[O:71]. (2) Given the reactants Cl[C:2]1[C:3]([O:10][CH3:11])=[CH:4][C:5](=[O:9])[N:6]([CH3:8])[CH:7]=1.[O:12]([C:19]1[CH:24]=[CH:23][CH:22]=[CH:21][C:20]=1B(O)O)[C:13]1[CH:18]=[CH:17][CH:16]=[CH:15][CH:14]=1.C1(P(C2CCCCC2)C2C=CC=CC=2C2C(N(C)C)=CC=CC=2)CCCCC1.[F-].[Cs+], predict the reaction product. The product is: [CH3:11][O:10][C:3]1[C:2]([C:14]2[CH:15]=[CH:16][CH:17]=[CH:18][C:13]=2[O:12][C:19]2[CH:20]=[CH:21][CH:22]=[CH:23][CH:24]=2)=[CH:7][N:6]([CH3:8])[C:5](=[O:9])[CH:4]=1. (3) Given the reactants [NH2:1][C:2](=[S:25])[CH2:3][CH2:4][C@@H:5]([NH:17][C:18](=[O:24])[O:19][C:20]([CH3:23])([CH3:22])[CH3:21])[CH2:6][C:7]1[CH:12]=[CH:11][C:10]([C:13]([F:16])([F:15])[F:14])=[CH:9][CH:8]=1.Cl[CH2:27][CH:28]=O, predict the reaction product. The product is: [S:25]1[CH:28]=[CH:27][N:1]=[C:2]1[CH2:3][CH2:4][C@@H:5]([NH:17][C:18](=[O:24])[O:19][C:20]([CH3:21])([CH3:22])[CH3:23])[CH2:6][C:7]1[CH:8]=[CH:9][C:10]([C:13]([F:16])([F:15])[F:14])=[CH:11][CH:12]=1. (4) Given the reactants [CH3:1][O:2][C:3]1([C:13]2[CH:18]=[CH:17][CH:16]=[CH:15][CH:14]=2)[CH2:12][CH2:11][C:6]2(OCC[O:7]2)[CH2:5][CH2:4]1.C(=O)([O-])O.[Na+].COC, predict the reaction product. The product is: [CH3:1][O:2][C:3]1([C:13]2[CH:14]=[CH:15][CH:16]=[CH:17][CH:18]=2)[CH2:12][CH2:11][C:6](=[O:7])[CH2:5][CH2:4]1. (5) Given the reactants [CH2:1]([O:5][C:6]([N:8]1[CH2:13][CH2:12][N:11]([C:14](=[O:31])[CH2:15][NH:16][C:17]([C:19]2[CH:23]=[C:22]([OH:24])[N:21]([C:25]3[CH:30]=[CH:29][CH:28]=[CH:27][CH:26]=3)[N:20]=2)=[O:18])[CH2:10][CH2:9]1)=[O:7])[CH2:2][CH2:3][CH3:4].Br[CH2:33][C:34]([O:36][CH2:37][C:38]1[CH:43]=[CH:42][CH:41]=[CH:40][CH:39]=1)=[O:35].C(=O)([O-])[O-].[Cs+].[Cs+], predict the reaction product. The product is: [CH2:1]([O:5][C:6]([N:8]1[CH2:9][CH2:10][N:11]([C:14](=[O:31])[CH2:15][NH:16][C:17]([C:19]2[CH:23]=[C:22]([O:24][CH2:33][C:34]([O:36][CH2:37][C:38]3[CH:43]=[CH:42][CH:41]=[CH:40][CH:39]=3)=[O:35])[N:21]([C:25]3[CH:30]=[CH:29][CH:28]=[CH:27][CH:26]=3)[N:20]=2)=[O:18])[CH2:12][CH2:13]1)=[O:7])[CH2:2][CH2:3][CH3:4]. (6) Given the reactants [Cl:1][C:2]1[CH:3]=[C:4]([C:9]2([CH:13]([OH:21])[CH2:14][N:15]3[CH2:20][CH2:19][CH2:18][CH2:17][CH2:16]3)[CH2:12][CH2:11][CH2:10]2)[CH:5]=[CH:6][C:7]=1[Cl:8].CI.[CH3:24]C(C)([O-])C.[K+], predict the reaction product. The product is: [Cl:1][C:2]1[CH:3]=[C:4]([C:9]2([CH:13]([O:21][CH3:24])[CH2:14][N:15]3[CH2:16][CH2:17][CH2:18][CH2:19][CH2:20]3)[CH2:10][CH2:11][CH2:12]2)[CH:5]=[CH:6][C:7]=1[Cl:8].